From a dataset of NCI-60 drug combinations with 297,098 pairs across 59 cell lines. Regression. Given two drug SMILES strings and cell line genomic features, predict the synergy score measuring deviation from expected non-interaction effect. Drug 1: CC1OCC2C(O1)C(C(C(O2)OC3C4COC(=O)C4C(C5=CC6=C(C=C35)OCO6)C7=CC(=C(C(=C7)OC)O)OC)O)O. Drug 2: C1=CC=C(C(=C1)C(C2=CC=C(C=C2)Cl)C(Cl)Cl)Cl. Cell line: KM12. Synergy scores: CSS=17.8, Synergy_ZIP=-5.60, Synergy_Bliss=-3.83, Synergy_Loewe=-9.44, Synergy_HSA=-2.03.